This data is from Forward reaction prediction with 1.9M reactions from USPTO patents (1976-2016). The task is: Predict the product of the given reaction. (1) Given the reactants C(N(C(C)C)CC)(C)C.C(OC([NH:17][CH2:18][C:19](O)=[O:20])=O)(C)(C)C.[NH2:22][C:23]1[CH:24]=[C:25]([C:29]2[N:34]=[C:33]([C:35]3[CH:40]=[CH:39][CH:38]=[C:37]([CH2:41][OH:42])[CH:36]=3)[CH:32]=[C:31]([N:43]3[CH2:48][CH2:47][O:46][CH2:45][CH2:44]3)[N:30]=2)[CH:26]=[CH:27][CH:28]=1, predict the reaction product. The product is: [NH2:17][CH2:18][C:19]([NH:22][C:23]1[CH:24]=[C:25]([C:29]2[N:34]=[C:33]([C:35]3[CH:40]=[CH:39][CH:38]=[C:37]([CH2:41][OH:42])[CH:36]=3)[CH:32]=[C:31]([N:43]3[CH2:44][CH2:45][O:46][CH2:47][CH2:48]3)[N:30]=2)[CH:26]=[CH:27][CH:28]=1)=[O:20]. (2) Given the reactants Cl[C:2]1[C:7]([N+:8]([O-:10])=[O:9])=[CH:6][CH:5]=[CH:4][N:3]=1.O.[NH2:12][NH2:13].C(OC(C)C)(C)C, predict the reaction product. The product is: [NH:12]([C:2]1[C:7]([N+:8]([O-:10])=[O:9])=[CH:6][CH:5]=[CH:4][N:3]=1)[NH2:13]. (3) Given the reactants C(OC([N:8]1[CH2:13][CH2:12][CH:11]([O:14][C:15]2[CH:20]=[CH:19][CH:18]=[C:17]([Cl:21])[C:16]=2[Cl:22])[CH2:10][CH2:9]1)=O)(C)(C)C.Cl, predict the reaction product. The product is: [ClH:21].[Cl:22][C:16]1[C:17]([Cl:21])=[CH:18][CH:19]=[CH:20][C:15]=1[O:14][CH:11]1[CH2:10][CH2:9][NH:8][CH2:13][CH2:12]1. (4) Given the reactants [NH:1]1[CH:5]=[C:4]([CH:6]=[O:7])[CH:3]=[N:2]1.[C:8]([O:12][C:13](O[C:13]([O:12][C:8]([CH3:11])([CH3:10])[CH3:9])=[O:14])=[O:14])([CH3:11])([CH3:10])[CH3:9].[OH-].C[N+](C)(C)C.[Cl-].[Na+], predict the reaction product. The product is: [C:8]([O:12][C:13]([N:1]1[CH:5]=[C:4]([CH:6]=[O:7])[CH:3]=[N:2]1)=[O:14])([CH3:11])([CH3:10])[CH3:9]. (5) Given the reactants [OH:1][CH2:2][CH:3]1[CH2:8][N:7]([C:9]([O:11][C:12]([CH3:15])([CH3:14])[CH3:13])=[O:10])[CH2:6][CH2:5][N:4]1[C:16]([O:18][CH2:19][C:20]1[CH:25]=[CH:24][CH:23]=[CH:22][CH:21]=1)=[O:17].CC(OI1(OC(C)=O)(OC(C)=O)OC(=O)C2C=CC=CC1=2)=O, predict the reaction product. The product is: [CH:2]([CH:3]1[CH2:8][N:7]([C:9]([O:11][C:12]([CH3:15])([CH3:13])[CH3:14])=[O:10])[CH2:6][CH2:5][N:4]1[C:16]([O:18][CH2:19][C:20]1[CH:25]=[CH:24][CH:23]=[CH:22][CH:21]=1)=[O:17])=[O:1]. (6) Given the reactants C(N(CC)CC)C.F[C:9]1[CH:10]=[CH:11][C:12]([N+:15]([O-:17])=[O:16])=[N:13][CH:14]=1.[C@@H:18]12[NH:25][C@@H:22]([CH2:23][CH2:24]1)[CH2:21][N:20]([C:26]([O:28][C:29]([CH3:32])([CH3:31])[CH3:30])=[O:27])[CH2:19]2, predict the reaction product. The product is: [N+:15]([C:12]1[N:13]=[CH:14][C:9]([N:25]2[CH:18]3[CH2:24][CH2:23][CH:22]2[CH2:21][N:20]([C:26]([O:28][C:29]([CH3:32])([CH3:31])[CH3:30])=[O:27])[CH2:19]3)=[CH:10][CH:11]=1)([O-:17])=[O:16]. (7) Given the reactants [F:1][C:2]([F:35])([F:34])[C:3]1[CH:4]=[C:5]([CH:27]=[C:28]([C:30]([F:33])([F:32])[F:31])[CH:29]=1)[C:6]([NH:8][CH2:9][C@H:10]1[CH2:15][CH2:14][C@H:13]([NH:16][CH2:17][CH2:18][NH:19][C:20](=[O:26])[O:21][C:22]([CH3:25])([CH3:24])[CH3:23])[CH2:12][CH2:11]1)=[O:7].N1C=CC=CC=1.[F:42][C:43]([F:54])([F:53])[C:44](O[C:44](=[O:45])[C:43]([F:54])([F:53])[F:42])=[O:45], predict the reaction product. The product is: [F:1][C:2]([F:34])([F:35])[C:3]1[CH:4]=[C:5]([CH:27]=[C:28]([C:30]([F:32])([F:33])[F:31])[CH:29]=1)[C:6]([NH:8][CH2:9][C@H:10]1[CH2:15][CH2:14][C@H:13]([N:16]([CH2:17][CH2:18][NH:19][C:20](=[O:26])[O:21][C:22]([CH3:25])([CH3:24])[CH3:23])[C:44](=[O:45])[C:43]([F:54])([F:53])[F:42])[CH2:12][CH2:11]1)=[O:7]. (8) Given the reactants [C:1]1([O:8][CH3:9])[C:2](=[CH:4][CH:5]=[CH:6][CH:7]=1)[OH:3].[CH3:10][C:11]([C:13]1[CH:18]=[CH:17][C:16](F)=[CH:15][CH:14]=1)=[O:12].C(=O)([O-])[O-].[K+].[K+].O, predict the reaction product. The product is: [CH3:9][O:8][C:1]1[CH:7]=[CH:6][CH:5]=[CH:4][C:2]=1[O:3][C:16]1[CH:17]=[CH:18][C:13]([C:11](=[O:12])[CH3:10])=[CH:14][CH:15]=1. (9) Given the reactants [H-].[Na+].[N:3]1([CH2:9][CH2:10][CH2:11][OH:12])[CH2:8][CH2:7][CH2:6][CH2:5][CH2:4]1.Br[C:14]1[CH:19]=[CH:18][C:17]([CH2:20][N:21]2[CH2:26][CH2:25][CH2:24][CH2:23][CH2:22]2)=[CH:16][N:15]=1, predict the reaction product. The product is: [N:21]1([CH2:20][C:17]2[CH:18]=[CH:19][C:14]([O:12][CH2:11][CH2:10][CH2:9][N:3]3[CH2:8][CH2:7][CH2:6][CH2:5][CH2:4]3)=[N:15][CH:16]=2)[CH2:26][CH2:25][CH2:24][CH2:23][CH2:22]1. (10) The product is: [Cl:16][C:7]1([C:8]([O:10][CH2:11][CH3:12])=[O:9])[CH2:6][CH2:5][CH2:4][NH:3][C:2]1=[O:1]. Given the reactants [O:1]=[C:2]1[CH:7]([C:8]([O:10][CH2:11][CH3:12])=[O:9])[CH2:6][CH2:5][CH2:4][NH:3]1.S(Cl)([Cl:16])(=O)=O.C(=O)([O-])O.[Na+], predict the reaction product.